Task: Predict the reactants needed to synthesize the given product.. Dataset: Retrosynthesis with 50K atom-mapped reactions and 10 reaction types from USPTO (1) Given the product COC1=N[C@](CCN(C)C)(CC2CC2)C(OC)=N[C@@H]1C(C)C, predict the reactants needed to synthesize it. The reactants are: CNC.COC1=N[C@](CCBr)(CC2CC2)C(OC)=N[C@@H]1C(C)C. (2) Given the product O=Cc1cncn1C1Cc2ccccc2C1, predict the reactants needed to synthesize it. The reactants are: OCc1cncn1C1Cc2ccccc2C1. (3) The reactants are: COc1ncc([N+](=O)[O-])cc1-c1ccccc1. Given the product COc1ncc(N)cc1-c1ccccc1, predict the reactants needed to synthesize it. (4) Given the product CNc1cc(C2=NOC(c3cc(Cl)cc(Cl)c3)(C(F)(F)F)C2)ccc1Cl, predict the reactants needed to synthesize it. The reactants are: CN(C(=O)C(F)(F)F)c1cc(C2=NOC(c3cc(Cl)cc(Cl)c3)(C(F)(F)F)C2)ccc1Cl. (5) Given the product O=Cc1ccc(-c2ncn3cnnc3c2-c2ccccc2)cc1, predict the reactants needed to synthesize it. The reactants are: Brc1ncn2cnnc2c1-c1ccccc1.O=Cc1ccc(B(O)O)cc1. (6) Given the product C=C(C)C(=O)OCC[Si]([Si](C)(C)C)([Si](C)(C)C)[Si](C)(C)C, predict the reactants needed to synthesize it. The reactants are: C=C(C)C(=O)Cl.C[Si](C)(C)[Si](CCO)([Si](C)(C)C)[Si](C)(C)C.